From a dataset of Full USPTO retrosynthesis dataset with 1.9M reactions from patents (1976-2016). Predict the reactants needed to synthesize the given product. (1) Given the product [CH3:1][C:2]([O:5][C:6]([N:7]1[C:8]2[CH:13]=[CH:12][N:11]=[CH:10][C:9]=2[CH:21]=[C:20]1[CH:19]([O:22][CH2:23][CH3:24])[O:18][CH2:16][CH3:17])=[O:15])([CH3:4])[CH3:3], predict the reactants needed to synthesize it. The reactants are: [CH3:1][C:2]([O:5][C:6](=[O:15])[NH:7][C:8]1[CH:13]=[CH:12][N:11]=[CH:10][C:9]=1I)([CH3:4])[CH3:3].[CH2:16]([O:18][CH:19]([O:22][CH2:23][CH3:24])[C:20]#[CH:21])[CH3:17].C(N(CC)CC)C.C1CCN2C(=NCCC2)CC1. (2) Given the product [NH2:7][CH2:8][C:9]1[CH:14]=[C:13]([C:15]([N:17]2[CH2:18][CH:19]([O:21][CH3:22])[CH2:20]2)=[O:16])[CH:12]=[C:11]([Cl:23])[C:10]=1[F:24], predict the reactants needed to synthesize it. The reactants are: C(OC(=O)[NH:7][CH2:8][C:9]1[CH:14]=[C:13]([C:15]([N:17]2[CH2:20][CH:19]([O:21][CH3:22])[CH2:18]2)=[O:16])[CH:12]=[C:11]([Cl:23])[C:10]=1[F:24])(C)(C)C.C(O)(C(F)(F)F)=O. (3) Given the product [NH2:3][C:4]1[N:9]=[C:8]([CH2:10][CH2:11][CH2:12][CH2:13][OH:14])[CH:7]=[C:6]([NH:15][C:16]2[CH:17]=[CH:18][C:19]([O:22][C:23]3[CH:28]=[CH:27][N:26]=[C:25]([C:29]([F:32])([F:31])[F:30])[CH:24]=3)=[CH:20][CH:21]=2)[N:5]=1, predict the reactants needed to synthesize it. The reactants are: N#N.[NH2:3][C:4]1[N:9]=[C:8](/[CH:10]=[CH:11]/[CH2:12][CH2:13][OH:14])[CH:7]=[C:6]([NH:15][C:16]2[CH:21]=[CH:20][C:19]([O:22][C:23]3[CH:28]=[CH:27][N:26]=[C:25]([C:29]([F:32])([F:31])[F:30])[CH:24]=3)=[CH:18][CH:17]=2)[N:5]=1. (4) Given the product [NH2:7][C:8]1[N:13]=[C:12]([S:14][CH2:15][C:16]2[CH:17]=[CH:18][CH:19]=[CH:20][CH:21]=2)[N:11]=[C:10]([C:22]2[C:23]([Cl:30])=[CH:24][C:25]([Cl:29])=[C:26]([CH:27]=2)[O:28][CH2:32][C:33]#[N:34])[N:9]=1, predict the reactants needed to synthesize it. The reactants are: C(=O)([O-])[O-].[Cs+].[Cs+].[NH2:7][C:8]1[N:13]=[C:12]([S:14][CH2:15][C:16]2[CH:21]=[CH:20][CH:19]=[CH:18][CH:17]=2)[N:11]=[C:10]([C:22]2[C:23]([Cl:30])=[CH:24][C:25]([Cl:29])=[C:26]([OH:28])[CH:27]=2)[N:9]=1.Br[CH2:32][C:33]#[N:34]. (5) Given the product [C:9]([O:17][CH2:7][CH2:6][O:5][CH2:4][CH2:3][O:2][CH3:1])(=[O:16])[C:10]1[CH:15]=[CH:14][CH:13]=[CH:12][CH:11]=1, predict the reactants needed to synthesize it. The reactants are: [CH3:1][O:2][CH2:3][CH2:4][O:5][CH2:6][CH2:7]O.[C:9]([OH:17])(=[O:16])[C:10]1[CH:15]=[CH:14][CH:13]=[CH:12][CH:11]=1. (6) Given the product [N+:26]([C:21]1[CH:22]=[CH:23][CH:24]=[CH:25][C:20]=1[NH:7][CH2:6][C:5]([NH:10][CH3:9])=[O:8])([O-:28])=[O:27], predict the reactants needed to synthesize it. The reactants are: Cl.C(O[C:5](=[O:8])[CH2:6][NH2:7])C.[CH3:9][NH2:10].[OH-].[Na+].C(=O)([O-])[O-].[K+].[K+].F[C:20]1[CH:25]=[CH:24][CH:23]=[CH:22][C:21]=1[N+:26]([O-:28])=[O:27]. (7) Given the product [Cl:1][C:2]1[CH:27]=[CH:26][C:5]([CH2:6][N:7]2[C:15]3[C:10](=[CH:11][C:12]([CH:16]=[C:17]4[S:21][C:20]([N:32]5[CH2:35][CH:34]([OH:36])[CH2:33]5)=[N:19][C:18]4=[O:25])=[CH:13][CH:14]=3)[CH:9]=[N:8]2)=[C:4]([C:28]([F:31])([F:29])[F:30])[CH:3]=1, predict the reactants needed to synthesize it. The reactants are: [Cl:1][C:2]1[CH:27]=[CH:26][C:5]([CH2:6][N:7]2[C:15]3[C:10](=[CH:11][C:12]([CH:16]=[C:17]4[S:21][C:20](SCC)=[N:19][C:18]4=[O:25])=[CH:13][CH:14]=3)[CH:9]=[N:8]2)=[C:4]([C:28]([F:31])([F:30])[F:29])[CH:3]=1.[NH:32]1[CH2:35][CH:34]([OH:36])[CH2:33]1.